From a dataset of Reaction yield outcomes from USPTO patents with 853,638 reactions. Predict the reaction yield, written as a fraction of the theoretical maximum amount of product (1.0 means a 100% yield; for example, 0.34 means a 34% yield). (1) The reactants are [N:1]1[C:6]2[NH:7][CH:8]=[CH:9][C:5]=2[C:4]([C:10]2[CH:11]=[C:12]([NH:16][C:17](=[O:28])[C:18]3[CH:23]=[CH:22][CH:21]=[C:20]([C:24]([F:27])([F:26])[F:25])[CH:19]=3)[CH:13]=[CH:14][CH:15]=2)=[N:3][CH:2]=1.IC1C=NC(N)=NC=1.P([O-])([O-])([O-])=O.[K+].[K+].[K+].CN(C)[CH:47]1[CH2:52][CH2:51][CH2:50][CH2:49][CH:48]1N.[CH3:55][N:56]([CH:58]=O)[CH3:57]. The catalyst is [Cu]I. The product is [CH3:55][N:56]([CH2:58][C:47]1[CH:48]=[CH:49][C:50]([N:7]2[C:6]3[N:1]=[CH:2][N:3]=[C:4]([C:10]4[CH:11]=[C:12]([NH:16][C:17](=[O:28])[C:18]5[CH:23]=[CH:22][CH:21]=[C:20]([C:24]([F:26])([F:25])[F:27])[CH:19]=5)[CH:13]=[CH:14][CH:15]=4)[C:5]=3[CH:9]=[CH:8]2)=[CH:51][CH:52]=1)[CH3:57]. The yield is 0.320. (2) The reactants are [N:1]1([C:7]2[C:8]3[S:23][C:22]([CH2:24][N:25]4[CH2:28][CH:27]([N:29]5[CH2:34][CH2:33][O:32][CH2:31][CH2:30]5)[CH2:26]4)=[CH:21][C:9]=3[N:10]=[C:11]([NH:13][C:14]3[C:15]([NH2:20])=[CH:16][CH:17]=[CH:18][CH:19]=3)[N:12]=2)[CH2:6][CH2:5][O:4][CH2:3][CH2:2]1.[O:35]1CCOC[CH2:36]1. No catalyst specified. The product is [O:4]1[CH2:5][CH2:6][N:1]([C:7]2[C:8]3[S:23][C:22]([CH2:24][N:25]4[CH2:28][CH:27]([N:29]5[CH2:30][CH2:31][O:32][CH2:33][CH2:34]5)[CH2:26]4)=[CH:21][C:9]=3[N:10]=[C:11]([N:13]3[C:14]4[CH:19]=[CH:18][CH:17]=[CH:16][C:15]=4[NH:20][C:36]3=[O:35])[N:12]=2)[CH2:2][CH2:3]1. The yield is 0.320. (3) The reactants are [C:1]1([CH3:19])[CH:6]=[CH:5][C:4]([C:7]2[O:8][C:9]3[C:10](=[C:12]([C:16]([OH:18])=O)[CH:13]=[CH:14][CH:15]=3)[N:11]=2)=[CH:3][CH:2]=1.Cl.Cl.[NH2:22][CH:23]1[CH2:30][CH:29]2[N:31]([CH3:32])[CH:25]([CH2:26][CH2:27][CH2:28]2)[CH2:24]1.Cl.C(N=C=NCCCN(C)C)C.ON1C2C=CC=CC=2N=N1.CCN(C(C)C)C(C)C. The catalyst is CN(C=O)C.C(OCC)(=O)C. The product is [CH3:32][N:31]1[CH:25]2[CH2:26][CH2:27][CH2:28][CH:29]1[CH2:30][CH:23]([NH:22][C:16]([C:12]1[CH:13]=[CH:14][CH:15]=[C:9]3[O:8][C:7]([C:4]4[CH:3]=[CH:2][C:1]([CH3:19])=[CH:6][CH:5]=4)=[N:11][C:10]=13)=[O:18])[CH2:24]2. The yield is 0.270.